From a dataset of Experimentally validated miRNA-target interactions with 360,000+ pairs, plus equal number of negative samples. Binary Classification. Given a miRNA mature sequence and a target amino acid sequence, predict their likelihood of interaction. (1) The miRNA is mmu-miR-340-5p with sequence UUAUAAAGCAAUGAGACUGAUU. The protein sequence of the target gene is MAASLGGMFTGQPPGPPPPPPGLPGQASLLQAAPGAPRPSNSTLVDELESSFEACFASLVSQDYVNGTDQEEIRTGVDQCIQKFLDIARQTECFFLQKRLQLSVQKPDQVIKEDVSELRSELQRKDALVQKHLTKLRHWQQVLEDINVQHKKPADMPQGSLAFLEQASANIPAPLKQT. Result: 1 (interaction). (2) The miRNA is hsa-miR-339-5p with sequence UCCCUGUCCUCCAGGAGCUCACG. The protein sequence of the target gene is MAKQYDVLFRLLLIGDSGVGKTCLLCRFTDNEFHSSHISTIGVDFKMKTIEVDGIKVRIQIWDTAGQERYQTITKQYYRRAQGIFLVYDISSERSYQHIMKWVSDVDEYAPEGVQKILIGNKADEEQKRQVGREQGQQLAKEYGMDFYETSACTNLNIKESFTRLTELVLQAHRKELEGLRMRASNELALAELEEEEGKPEGPANSSKTCWC. Result: 1 (interaction). (3) The miRNA is hsa-miR-335-5p with sequence UCAAGAGCAAUAACGAAAAAUGU. The protein sequence of the target gene is MPVERMRMRPWLEEQINSNTIPGLKWLNKEKKIFQIPWMHAARHGWDVEKDAPLFRNWAIHTGKHQPGVDKPDPKTWKANFRCAMNSLPDIEEVKDKSIKKGNNAFRVYRMLPLSERPSKKGKKPKTEKEDKVKHIKQEPVESSLGLSNGVSDLSPEYAVLTSTIKNEVDSTVNIIVVGQSHLDSNIENQEIVTNPPDICQVVEVTTESDEQPVSMSELYPLQISPVSSYAESETTDSVPSDEESAEGRPHWRKRNIEGKQYLSNMGTRGSYLLPGMASFVTSNKPDLQVTIKEESNPVP.... Result: 1 (interaction). (4) The miRNA is mmu-miR-10a-3p with sequence CAAAUUCGUAUCUAGGGGAAUA. The protein sequence of the target gene is MNSAEQTVTWLITLGVLESPKKTISDPEGFLQASLKDGVVLCRLLERLLPGTIEKVYPEPRSESECLSNIREFLRGCGASLRLELLFPPSQPPQHLVTTILLSASTFDANDLYQGQNFNKVLSSLVTLNKVTADIGLGSDSVCARPSSHRIKSFDSLGSQSLHTRTSKLFQGQYRSLDMTDNSNNQLVVRAKFNFQQTNEDELSFSKGDVIHVTRVEEGGWWEGTLNGRTGWFPSNYVREVKASEKPVSPKSGTLKSPPKGFDTTAINKSYYNVVLQNILETENEYSKELQTVLSTYLRP.... Result: 0 (no interaction). (5) The miRNA is hsa-miR-19b-3p with sequence UGUGCAAAUCCAUGCAAAACUGA. The protein sequence of the target gene is MHNFEEELTCPICYSIFEDPRVLPCSHTFCRNCLENILQASGNFYIWRPLRIPLKCPNCRSITEIAPTGIESLPVNFALRAIIEKYQQEDHPDIVTCPEHYRQPLNVYCLLDKKLVCGHCLTIGQHHGHPIDDLQSAYLKEKDTPQKLLEQLTDTHWTDLTHLIEKLKEQKSHSEKMIQGDKEAVLQYFKELNDTLEQKKKSFLTALCDVGNLINQEYTPQIERMKEIREQQLELMALTISLQEESPLKFLEKVDDVRQHVQILKQRPLPEVQPVEIYPRVSKILKEEWSRTEIGQIKNV.... Result: 1 (interaction).